This data is from Full USPTO retrosynthesis dataset with 1.9M reactions from patents (1976-2016). The task is: Predict the reactants needed to synthesize the given product. Given the product [Cl:1][C:2]1[CH:3]=[C:4]([CH:19]=[CH:20][C:21]=1[C:22]([N:61]1[CH2:60][CH2:59][NH:58][C:57](=[O:56])[CH2:62]1)=[O:23])[C:5]([NH:7][CH2:8][C:9]1[NH:13][C:12]2[CH:14]=[CH:15][C:16]([Cl:18])=[CH:17][C:11]=2[N:10]=1)=[O:6], predict the reactants needed to synthesize it. The reactants are: [Cl:1][C:2]1[CH:3]=[C:4]([CH:19]=[CH:20][C:21]=1[C:22](O)=[O:23])[C:5]([NH:7][CH2:8][C:9]1[NH:13][C:12]2[CH:14]=[CH:15][C:16]([Cl:18])=[CH:17][C:11]=2[N:10]=1)=[O:6].CN(C(ON1N=NC2C=CC=CC1=2)=[N+](C)C)C.[B-](F)(F)(F)F.C(N(C(C)C)CC)(C)C.[O:56]=[C:57]1[CH2:62][NH:61][CH2:60][CH2:59][NH:58]1.